From a dataset of Retrosynthesis with 50K atom-mapped reactions and 10 reaction types from USPTO. Predict the reactants needed to synthesize the given product. (1) Given the product OC(c1ccccc1)(c1ccccc1)C12CC[N+](CCCOc3ccc(F)cc3)(CC1)CC2, predict the reactants needed to synthesize it. The reactants are: Fc1ccc(OCCCBr)cc1.OC(c1ccccc1)(c1ccccc1)C12CCN(CC1)CC2. (2) Given the product N#Cc1cncc(C#Cc2ccc(F)c(Cl)c2)c1, predict the reactants needed to synthesize it. The reactants are: C[Si](C)(C)C#Cc1cncc(C#N)c1.Fc1ccc(I)cc1Cl. (3) Given the product CCCNC(=O)c1ccc(C)c(-c2nc(NCCCN(CC)CC)nc3c2ccc(=O)n3-c2c(F)cccc2F)c1, predict the reactants needed to synthesize it. The reactants are: CCCN.CCN(CC)CCCNc1nc(-c2cc(C(=O)O)ccc2C)c2ccc(=O)n(-c3c(F)cccc3F)c2n1. (4) Given the product O=C1NCCCc2cc(CCCl)sc21, predict the reactants needed to synthesize it. The reactants are: O=C(CCl)c1cc2c(s1)C(=O)NCCC2. (5) The reactants are: CC(C)(C)OC(=O)OC(=O)OC(C)(C)C.NCCC[C@@H]1NC(=O)N(c2cccc(C(=O)O)c2)C1=O. Given the product CC(C)(C)OC(=O)NCCC[C@@H]1NC(=O)N(c2cccc(C(=O)O)c2)C1=O, predict the reactants needed to synthesize it. (6) Given the product CC(=O)c1ccc(NS(=O)(=O)c2ccc3nc(N4CCN(C)CC4)ccc3c2)nc1, predict the reactants needed to synthesize it. The reactants are: CC(=O)c1ccc(NS(=O)(=O)c2ccc3nc(Cl)ccc3c2)nc1.CN1CCNCC1. (7) Given the product CC(C)(C)OC(=O)N1CCC(c2ccc(OCCCCOc3ccccc3)cc2)C(OCc2ccc3ccccc3c2)C1, predict the reactants needed to synthesize it. The reactants are: BrCc1ccc2ccccc2c1.CC(C)(C)OC(=O)N1CCC(c2ccc(OCCCCOc3ccccc3)cc2)C(O)C1. (8) Given the product C=C(C)C1(CC(C)C)CCN(CC(=O)NC)C1=O, predict the reactants needed to synthesize it. The reactants are: C=C(C)C1(CC(C)C)CCN(CC(=O)OCC)C1=O.CN.